Dataset: Full USPTO retrosynthesis dataset with 1.9M reactions from patents (1976-2016). Task: Predict the reactants needed to synthesize the given product. (1) Given the product [CH2:32]([O:31][C:29]([NH:28][C@H:24]([CH2:23][NH:22][C:7]([C:5]1[S:6][C:2]([Cl:1])=[CH:3][CH:4]=1)=[O:9])[C:25]([OH:27])=[O:26])=[O:30])[C:33]1[CH:34]=[CH:35][CH:36]=[CH:37][CH:38]=1, predict the reactants needed to synthesize it. The reactants are: [Cl:1][C:2]1[S:6][C:5]([C:7]([OH:9])=O)=[CH:4][CH:3]=1.C(C1NC=CN=1)(C1NC=CN=1)=O.[NH2:22][CH2:23][C@@H:24]([NH:28][C:29]([O:31][CH2:32][C:33]1[CH:38]=[CH:37][CH:36]=[CH:35][CH:34]=1)=[O:30])[C:25]([OH:27])=[O:26].C(N(CC)CC)C. (2) Given the product [C:6]([OH:17])(=[O:16])[C:7]1[C:8](=[CH:12][CH:13]=[CH:14][CH:15]=1)[C:9]([OH:11])=[O:10].[CH3:1][N:2]([CH3:3])[CH2:4][CH3:5], predict the reactants needed to synthesize it. The reactants are: [CH3:1][N:2]([CH2:4][CH3:5])[CH3:3].[C:6]([OH:17])(=[O:16])[C:7]1[C:8](=[CH:12][CH:13]=[CH:14][CH:15]=1)[C:9]([OH:11])=[O:10]. (3) Given the product [Cl:22][C:8]1[N:9]=[CH:10][C:11]2[C:6]([CH:7]=1)=[CH:5][CH:4]=[CH:3][C:2]=2[Cl:1], predict the reactants needed to synthesize it. The reactants are: [Cl:1][C:2]1[CH:3]=[CH:4][CH:5]=[C:6]2[C:11]=1[CH:10]=[N:9][C:8](N)=[CH:7]2.N([O-])=O.[Na+].C(=O)(O)[O-].[Na+].[ClH:22]. (4) Given the product [CH3:10][O:8][C:5]1[CH2:6][CH2:7][O:1][CH2:2][CH2:3][N:4]=1, predict the reactants needed to synthesize it. The reactants are: [O:1]1[CH2:7][CH2:6][C:5](=[O:8])[NH:4][CH2:3][CH2:2]1.O.[CH2:10](Cl)Cl. (5) The reactants are: C([CH:3]1[CH2:8][CH2:7][CH2:6][CH2:5][N:4]1[C:9]([O:11][C:12]([CH3:15])([CH3:14])[CH3:13])=[O:10])C.[F:16][C:17]([F:21])([F:20])[CH2:18]I. Given the product [CH2:12]([O:11][C:9]([C:7]1([CH2:18][C:17]([F:21])([F:20])[F:16])[CH2:8][CH2:3][N:4]([C:9]([O:11][C:12]([CH3:13])([CH3:14])[CH3:15])=[O:10])[CH2:5][CH2:6]1)=[O:10])[CH3:13], predict the reactants needed to synthesize it. (6) Given the product [Br:16][C:12]1[CH:13]=[C:14]([Cl:15])[C:8]2[O:7][C:6]([CH2:5][CH2:4][NH2:1])=[CH:10][C:9]=2[CH:11]=1, predict the reactants needed to synthesize it. The reactants are: [N:1]([CH2:4][CH2:5][C:6]1[O:7][C:8]2[C:14]([Cl:15])=[CH:13][C:12]([Br:16])=[CH:11][C:9]=2[CH:10]=1)=[N+]=[N-].C1(P(C2C=CC=CC=2)C2C=CC=CC=2)C=CC=CC=1.O. (7) Given the product [F:1][C:2]1[CH:7]=[C:6]([I:8])[CH:5]=[CH:4][C:3]=1[NH:9][C:10]1[N:14]([CH3:15])[C:13]2[C:16](=[O:19])[CH2:17][CH2:18][C:12]=2[C:11]=1[C:20]([OH:22])=[O:21], predict the reactants needed to synthesize it. The reactants are: [F:1][C:2]1[CH:7]=[C:6]([I:8])[CH:5]=[CH:4][C:3]=1[NH:9][C:10]1[N:14]([CH3:15])[C:13]2[C:16](=[O:19])[CH2:17][CH2:18][C:12]=2[C:11]=1[C:20]([O:22]CC)=[O:21].[OH-].[Na+].Cl.